Dataset: Forward reaction prediction with 1.9M reactions from USPTO patents (1976-2016). Task: Predict the product of the given reaction. (1) Given the reactants I[CH2:2][CH2:3][CH:4]1[CH2:9][CH2:8][N:7]([C:10]2[CH:15]=[C:14]([O:16][CH3:17])[C:13]([N+:18]([O-:20])=[O:19])=[CH:12][C:11]=2[CH3:21])[CH2:6][CH2:5]1.[CH3:22][S-:23].[Na+], predict the reaction product. The product is: [CH3:21][C:11]1[CH:12]=[C:13]([N+:18]([O-:20])=[O:19])[C:14]([O:16][CH3:17])=[CH:15][C:10]=1[N:7]1[CH2:8][CH2:9][CH:4]([CH2:3][CH2:2][S:23][CH3:22])[CH2:5][CH2:6]1. (2) Given the reactants [CH3:1][C:2]1[CH:3]=[C:4]([CH:9]2[CH2:14][N:13]([C:15]([N:17]3[CH2:22][CH2:21][O:20][CH2:19][CH2:18]3)=[O:16])[CH2:12][CH:11]([C:23](O)=[O:24])[CH2:10]2)[CH:5]=[CH:6][C:7]=1[CH3:8].O[NH:27][C:28](=[NH:36])[CH2:29][S:30]([CH:33]([CH3:35])[CH3:34])(=[O:32])=[O:31], predict the reaction product. The product is: [CH3:1][C:2]1[CH:3]=[C:4]([CH:9]2[CH2:10][CH:11]([C:23]3[O:24][N:36]=[C:28]([CH2:29][S:30]([CH:33]([CH3:35])[CH3:34])(=[O:32])=[O:31])[N:27]=3)[CH2:12][N:13]([C:15]([N:17]3[CH2:18][CH2:19][O:20][CH2:21][CH2:22]3)=[O:16])[CH2:14]2)[CH:5]=[CH:6][C:7]=1[CH3:8]. (3) Given the reactants [CH3:1][C:2]1[C:6]([CH2:7][N:8]2[CH:12]=[C:11]([N:13]3[C:17](=[O:18])[C:16]([CH3:20])([CH3:19])[NH:15][C:14]3=[O:21])[CH:10]=[N:9]2)=[C:5]([CH3:22])[O:4][N:3]=1.Br[CH2:24][C:25]1[CH:26]=[C:27]([CH2:31][OH:32])[CH:28]=[CH:29][CH:30]=1, predict the reaction product. The product is: [CH3:1][C:2]1[C:6]([CH2:7][N:8]2[CH:12]=[C:11]([N:13]3[C:17](=[O:18])[C:16]([CH3:19])([CH3:20])[N:15]([CH2:24][C:25]4[CH:30]=[CH:29][CH:28]=[C:27]([CH2:31][OH:32])[CH:26]=4)[C:14]3=[O:21])[CH:10]=[N:9]2)=[C:5]([CH3:22])[O:4][N:3]=1.